This data is from Full USPTO retrosynthesis dataset with 1.9M reactions from patents (1976-2016). The task is: Predict the reactants needed to synthesize the given product. (1) Given the product [CH3:1][S:2]([O-:5])(=[O:4])=[O:3].[Cl:46][C:15]1[CH:14]=[C:13]([S:10]([NH:9][CH2:8][CH2:7][CH2:6][N+:47]2[CH:52]=[CH:51][CH:50]=[CH:49][CH:48]=2)(=[O:11])=[O:12])[CH:18]=[C:17]([F:19])[C:16]=1[CH2:20][S:21][C:22]1[N:23]([C:39]2[CH:40]=[CH:41][C:42]([F:45])=[CH:43][CH:44]=2)[C:24]([C:27]([C:30]2[CH:35]=[CH:34][C:33]([F:36])=[C:32]([O:37][CH3:38])[CH:31]=2)([CH3:28])[CH3:29])=[CH:25][N:26]=1, predict the reactants needed to synthesize it. The reactants are: [CH3:1][S:2]([O:5][CH2:6][CH2:7][CH2:8][NH:9][S:10]([C:13]1[CH:18]=[C:17]([F:19])[C:16]([CH2:20][S:21][C:22]2[N:23]([C:39]3[CH:44]=[CH:43][C:42]([F:45])=[CH:41][CH:40]=3)[C:24]([C:27]([C:30]3[CH:35]=[CH:34][C:33]([F:36])=[C:32]([O:37][CH3:38])[CH:31]=3)([CH3:29])[CH3:28])=[CH:25][N:26]=2)=[C:15]([Cl:46])[CH:14]=1)(=[O:12])=[O:11])(=[O:4])=[O:3].[N:47]1[CH:52]=[CH:51][CH:50]=[CH:49][CH:48]=1. (2) The reactants are: [CH2:1]([N:3]1[C:12]2[C:7](=[CH:8][C:9]([O:24][CH2:25][C:26]3[CH:31]=[CH:30][C:29]([O:32][CH3:33])=[CH:28][CH:27]=3)=[C:10]([O:14][CH2:15][C:16]3[CH:21]=[CH:20][C:19]([O:22][CH3:23])=[CH:18][CH:17]=3)[C:11]=2[F:13])[C:6](=[O:34])[C:5]([CH2:35][OH:36])=[CH:4]1)[CH3:2]. Given the product [CH2:1]([N:3]1[C:12]2[C:7](=[CH:8][C:9]([O:24][CH2:25][C:26]3[CH:27]=[CH:28][C:29]([O:32][CH3:33])=[CH:30][CH:31]=3)=[C:10]([O:14][CH2:15][C:16]3[CH:17]=[CH:18][C:19]([O:22][CH3:23])=[CH:20][CH:21]=3)[C:11]=2[F:13])[C:6](=[O:34])[C:5]([CH:35]=[O:36])=[CH:4]1)[CH3:2], predict the reactants needed to synthesize it. (3) Given the product [Cl:35][C:36]1[CH:37]=[C:38]([CH:42]=[CH:43][C:44]=1[Cl:45])[C:39]([N:22]1[C:30]2[C:25](=[CH:26][C:27]([S:31]([NH2:34])(=[O:32])=[O:33])=[CH:28][CH:29]=2)[CH2:24][CH2:23]1)=[O:40], predict the reactants needed to synthesize it. The reactants are: C1(C(N2C3C(=CC(S(N)(=O)=O)=CC=3)CC2)=O)CCCCC1.[NH:22]1[C:30]2[C:25](=[CH:26][C:27]([S:31]([NH2:34])(=[O:33])=[O:32])=[CH:28][CH:29]=2)[CH2:24][CH2:23]1.[Cl:35][C:36]1[CH:37]=[C:38]([CH:42]=[CH:43][C:44]=1[Cl:45])[C:39](Cl)=[O:40]. (4) Given the product [O:14]1[CH2:19][CH2:18][CH2:17][CH2:16][CH:15]1[N:12]1[C:11]2[CH:10]=[CH:9][CH:8]=[CH:7][C:6]=2[C:5]2[C:13]1=[CH:1][CH:2]=[CH:3][CH:4]=2, predict the reactants needed to synthesize it. The reactants are: [CH:1]1[C:13]2[NH:12][C:11]3[C:6](=[CH:7][CH:8]=[CH:9][CH:10]=3)[C:5]=2[CH:4]=[CH:3][CH:2]=1.[O:14]1[CH:19]=[CH:18][CH2:17][CH2:16][CH2:15]1. (5) The reactants are: [H-].[Na+].C(OC(=O)[NH:9][C@@H:10]([CH3:25])[CH2:11][C:12]1[C:20]2[CH:19]=[C:18]([OH:21])[CH:17]=[CH:16][C:15]=2[N:14]2[CH2:22][CH2:23][CH2:24][C:13]=12)(C)(C)C.[CH3:27][O:28][CH2:29][CH2:30][O:31][CH2:32][CH2:33][CH2:34]Br.O. Given the product [CH3:27][O:28][CH2:29][CH2:30][O:31][CH2:32][CH2:33][CH2:34][O:21][C:18]1[CH:17]=[CH:16][C:15]2[N:14]3[CH2:22][CH2:23][CH2:24][C:13]3=[C:12]([CH2:11][C@@H:10]([NH2:9])[CH3:25])[C:20]=2[CH:19]=1, predict the reactants needed to synthesize it. (6) Given the product [Br:1][C:2]1[CH:7]=[C:6]([C:8]([F:17])([C:13]([F:15])([F:14])[F:16])[C:9]([Br:12])([F:10])[F:11])[CH:5]=[C:4]([O:18][CH:19]([F:20])[F:21])[C:3]=1[NH:22][C:23]([C:25]1[CH:26]=[C:27]2[C:32](=[CH:33][CH:34]=1)[N+:31]([O-:43])=[CH:30][CH:29]=[CH:28]2)=[O:24], predict the reactants needed to synthesize it. The reactants are: [Br:1][C:2]1[CH:7]=[C:6]([C:8]([F:17])([C:13]([F:16])([F:15])[F:14])[C:9]([Br:12])([F:11])[F:10])[CH:5]=[C:4]([O:18][CH:19]([F:21])[F:20])[C:3]=1[NH:22][C:23]([C:25]1[CH:26]=[C:27]2[C:32](=[CH:33][CH:34]=1)[N:31]=[CH:30][CH:29]=[CH:28]2)=[O:24].ClC1C=CC=C(C(OO)=[O:43])C=1.